The task is: Predict the product of the given reaction.. This data is from Forward reaction prediction with 1.9M reactions from USPTO patents (1976-2016). (1) Given the reactants [Cl:1][C:2]1[CH:26]=[C:25]([Cl:27])[CH:24]=[CH:23][C:3]=1[CH2:4][O:5][C:6]1[C:11]([CH3:12])=[C:10]([O:13][CH2:14][CH2:15][O:16][CH3:17])[CH:9]=[CH:8][C:7]=1/[CH:18]=[CH:19]/[C:20](O)=[O:21].CC1C=CC=C([N+]([O-])=O)C=1C(OC(=O)C1C([N+]([O-])=O)=CC=CC=1C)=O.[CH2:53]([S:58]([NH2:61])(=[O:60])=[O:59])[CH2:54][CH2:55][CH2:56][CH3:57].Cl, predict the reaction product. The product is: [OH2:5].[Cl:1][C:2]1[CH:26]=[C:25]([Cl:27])[CH:24]=[CH:23][C:3]=1[CH2:4][O:5][C:6]1[C:11]([CH3:12])=[C:10]([O:13][CH2:14][CH2:15][O:16][CH3:17])[CH:9]=[CH:8][C:7]=1/[CH:18]=[CH:19]/[C:20]([NH:61][S:58]([CH2:53][CH2:54][CH2:55][CH2:56][CH3:57])(=[O:60])=[O:59])=[O:21]. (2) Given the reactants C(N(C1C=C(OC)C=CC=1C1CCC2C(=CC=C(OC)C=2)C1)C(=O)C1C=CC(O)=CC=1)C.ClCC(OCC)=O.C([O:42][C:43](=[O:77])[CH2:44][O:45][C:46]1[CH:51]=[CH:50][C:49]([C:52](=[O:76])[N:53]([CH2:74][CH3:75])[C:54]2[CH:59]=[C:58]([O:60][CH3:61])[CH:57]=[CH:56][C:55]=2[CH:62]2[CH2:71][CH2:70][C:69]3[C:64](=[CH:65][CH:66]=[C:67]([O:72][CH3:73])[CH:68]=3)[CH2:63]2)=[CH:48][CH:47]=1)C.[OH-].[Na+].Cl, predict the reaction product. The product is: [CH2:74]([N:53]([C:54]1[CH:59]=[C:58]([O:60][CH3:61])[CH:57]=[CH:56][C:55]=1[CH:62]1[CH2:71][CH2:70][C:69]2[C:64](=[CH:65][CH:66]=[C:67]([O:72][CH3:73])[CH:68]=2)[CH2:63]1)[C:52]([C:49]1[CH:48]=[CH:47][C:46]([O:45][CH2:44][C:43]([OH:77])=[O:42])=[CH:51][CH:50]=1)=[O:76])[CH3:75].